Dataset: Full USPTO retrosynthesis dataset with 1.9M reactions from patents (1976-2016). Task: Predict the reactants needed to synthesize the given product. Given the product [CH2:9]([N:6]1[C:7]2[N:8]=[C:17]([C:16]([F:21])([F:20])[F:15])[NH:1][C:2]=2[C:3](=[O:14])[NH:4][C:5]1=[S:13])[CH:10]([CH3:11])[CH3:12], predict the reactants needed to synthesize it. The reactants are: [NH2:1][C:2]1[C:3](=[O:14])[NH:4][C:5](=[S:13])[N:6]([CH2:9][CH:10]([CH3:12])[CH3:11])[C:7]=1[NH2:8].[F:15][C:16]([F:21])([F:20])[C:17](O)=O.